From a dataset of Peptide-MHC class II binding affinity with 134,281 pairs from IEDB. Regression. Given a peptide amino acid sequence and an MHC pseudo amino acid sequence, predict their binding affinity value. This is MHC class II binding data. (1) The peptide sequence is EAIIRILQQLLFIHF. The MHC is DRB1_0301 with pseudo-sequence DRB1_0301. The binding affinity (normalized) is 0.0860. (2) The binding affinity (normalized) is 0.703. The MHC is DRB1_0802 with pseudo-sequence DRB1_0802. The peptide sequence is AIVYYSMYGHIKKMA. (3) The peptide sequence is AMSKVRKDISEWQPS. The MHC is HLA-DQA10601-DQB10402 with pseudo-sequence HLA-DQA10601-DQB10402. The binding affinity (normalized) is 0. (4) The peptide sequence is SDFYGLISERFINYC. The MHC is DRB1_0701 with pseudo-sequence DRB1_0701. The binding affinity (normalized) is 0.836.